This data is from Reaction yield outcomes from USPTO patents with 853,638 reactions. The task is: Predict the reaction yield, written as a fraction of the theoretical maximum amount of product (1.0 means a 100% yield; for example, 0.34 means a 34% yield). The reactants are [Cl:1][C:2]1[CH:3]=[C:4]2[C:9](=[CH:10][C:11]=1[O:12][C:13]1[CH:18]=[CH:17][C:16]([C:19](=[O:30])[NH:20][CH2:21][C:22]3[CH:27]=[CH:26][C:25]([Cl:28])=[C:24]([Cl:29])[CH:23]=3)=[CH:15][CH:14]=1)[O:8][CH2:7][CH2:6][CH:5]2[C:31]([OH:33])=[O:32].C[O-].[Na+:36]. The catalyst is O1CCCC1. The product is [Cl:1][C:2]1[CH:3]=[C:4]2[C:9](=[CH:10][C:11]=1[O:12][C:13]1[CH:18]=[CH:17][C:16]([C:19](=[O:30])[NH:20][CH2:21][C:22]3[CH:27]=[CH:26][C:25]([Cl:28])=[C:24]([Cl:29])[CH:23]=3)=[CH:15][CH:14]=1)[O:8][CH2:7][CH2:6][CH:5]2[C:31]([O-:33])=[O:32].[Na+:36]. The yield is 0.999.